This data is from Reaction yield outcomes from USPTO patents with 853,638 reactions. The task is: Predict the reaction yield, written as a fraction of the theoretical maximum amount of product (1.0 means a 100% yield; for example, 0.34 means a 34% yield). (1) The reactants are [N:1]1([NH:7][C:8]([C:10]2[N:11]=[C:12]([C:30]3[CH:35]=[CH:34][C:33]([Cl:36])=[CH:32][C:31]=3[Cl:37])[N:13]([C:16]3[CH:21]=[CH:20][C:19]([O:22]CC4C=CC=CC=4)=[CH:18][CH:17]=3)[C:14]=2[CH3:15])=[O:9])[CH2:6][CH2:5][CH2:4][CH2:3][CH2:2]1.B(Br)(Br)Br.O. The catalyst is C(Cl)Cl. The product is [N:1]1([NH:7][C:8]([C:10]2[N:11]=[C:12]([C:30]3[CH:35]=[CH:34][C:33]([Cl:36])=[CH:32][C:31]=3[Cl:37])[N:13]([C:16]3[CH:17]=[CH:18][C:19]([OH:22])=[CH:20][CH:21]=3)[C:14]=2[CH3:15])=[O:9])[CH2:6][CH2:5][CH2:4][CH2:3][CH2:2]1. The yield is 0.580. (2) The reactants are [C:1]([O:7][CH2:8][C:9]1[CH:14]=[CH:13][CH:12]=[CH:11][CH:10]=1)(=[O:6])[CH:2]([CH2:4][OH:5])[OH:3].N1C=CN=C1.[C:20]([Si:24]([CH3:27])([CH3:26])Cl)([CH3:23])([CH3:22])[CH3:21]. The catalyst is ClCCl.CN(C1C=CN=CC=1)C. The product is [OH:3][CH:2]([CH2:4][O:5][Si:24]([CH3:27])([CH3:26])[C:20]([CH3:23])([CH3:22])[CH3:21])[C:1]([O:7][CH2:8][C:9]1[CH:14]=[CH:13][CH:12]=[CH:11][CH:10]=1)=[O:6]. The yield is 0.750. (3) The reactants are Br[CH:2]1[CH2:8][CH2:7][CH2:6][C:5]2[CH:9]=[C:10]([N:13]3[CH2:17][C@H:16]([CH2:18][NH:19][C:20](=[O:22])[CH3:21])[O:15][C:14]3=[O:23])[CH:11]=[CH:12][C:4]=2[C:3]1=O.[O:25]1[CH2:30][CH2:29][N:28]([CH2:31][CH2:32][NH:33][C:34](=S)[NH:35][NH2:36])[CH2:27][CH2:26]1. No catalyst specified. The product is [N:28]1([CH2:31][CH2:32][NH:33][C:34]2[C:2]3[CH2:8][CH2:7][CH2:6][C:5]4[CH:9]=[C:10]([N:13]5[CH2:17][C@H:16]([CH2:18][NH:19][C:20](=[O:22])[CH3:21])[O:15][C:14]5=[O:23])[CH:11]=[CH:12][C:4]=4[C:3]=3[NH:36][N:35]=2)[CH2:27][CH2:26][O:25][CH2:30][CH2:29]1. The yield is 0.250. (4) The reactants are [CH2:1]([C:3]([CH2:10][CH3:11])([C:7](Cl)=[O:8])[C:4](Cl)=[O:5])[CH3:2].[CH3:12][O:13][C:14]1[CH:19]=[CH:18][C:17]([NH2:20])=[C:16]([NH2:21])[CH:15]=1.C(N(CC)CC)C. The catalyst is ClCCl.O. The product is [CH2:1]([C:3]1([CH2:10][CH3:11])[C:7](=[O:8])[NH:20][C:17]2[CH:18]=[CH:19][C:14]([O:13][CH3:12])=[CH:15][C:16]=2[NH:21][C:4]1=[O:5])[CH3:2]. The yield is 0.340. (5) The reactants are [F:1][C:2]1[CH:15]=[CH:14][CH:13]=[CH:12][C:3]=1[O:4][C:5]1[CH:10]=[CH:9][C:8](I)=[CH:7][CH:6]=1.[Li]CCCC.CC([O:24][B:25](OC(C)C)[O:26]C(C)C)C. The catalyst is O1CCCC1. The product is [F:1][C:2]1[CH:15]=[CH:14][CH:13]=[CH:12][C:3]=1[O:4][C:5]1[CH:10]=[CH:9][C:8]([B:25]([OH:26])[OH:24])=[CH:7][CH:6]=1. The yield is 0.900.